Dataset: Reaction yield outcomes from USPTO patents with 853,638 reactions. Task: Predict the reaction yield, written as a fraction of the theoretical maximum amount of product (1.0 means a 100% yield; for example, 0.34 means a 34% yield). (1) The reactants are [CH3:1][O:2][CH2:3][C@H:4]([CH3:31])[O:5][C:6]1[CH:7]=[C:8]([C:23]2[NH:27][C:26]([C:28]([OH:30])=O)=[CH:25][CH:24]=2)[CH:9]=[C:10]([O:12][Si:13]([CH:20]([CH3:22])[CH3:21])([CH:17]([CH3:19])[CH3:18])[CH:14]([CH3:16])[CH3:15])[CH:11]=1.[NH2:32][CH2:33][C@H:34]([OH:37])[CH2:35][CH3:36].CCN=C=NCCCN(C)C.Cl.[Cl-].[NH4+]. The catalyst is C(Cl)Cl.CN(C)C1C=CN=CC=1. The product is [OH:37][C@H:34]([CH2:35][CH3:36])[CH2:33][NH:32][C:28]([C:26]1[NH:27][C:23]([C:8]2[CH:9]=[C:10]([O:12][Si:13]([CH:14]([CH3:15])[CH3:16])([CH:17]([CH3:19])[CH3:18])[CH:20]([CH3:21])[CH3:22])[CH:11]=[C:6]([O:5][C@@H:4]([CH3:31])[CH2:3][O:2][CH3:1])[CH:7]=2)=[CH:24][CH:25]=1)=[O:30]. The yield is 0.850. (2) The reactants are [N+:1]([C:4]1[CH:5]=[C:6]([CH2:10][C:11]([OH:13])=O)[CH:7]=[CH:8][CH:9]=1)([O-:3])=[O:2].[CH2:14]([CH2:16][NH2:17])[OH:15].C(N(CC)CC)C.F[P-](F)(F)(F)(F)F.N1(O[P+](N2CCCC2)(N2CCCC2)N2CCCC2)C2C=CC=CC=2N=N1. The catalyst is CN(C=O)C. The product is [OH:15][CH2:14][CH2:16][NH:17][C:11](=[O:13])[CH2:10][C:6]1[CH:7]=[CH:8][CH:9]=[C:4]([N+:1]([O-:3])=[O:2])[CH:5]=1. The yield is 0.260. (3) The yield is 0.410. No catalyst specified. The product is [F:21][C:15]1[CH:16]=[C:17]([F:20])[CH:18]=[CH:19][C:14]=1[CH:5]1[N:6]=[C:7]([C:9]2[S:10][CH:11]=[N:12][N:13]=2)[NH:8][C:3]([CH2:2][N:27]2[CH2:32][CH2:31][O:30][CH2:29][CH:28]2[C:33]([OH:35])=[O:34])=[C:4]1[C:22]([O:24][CH2:25][CH3:26])=[O:23]. The reactants are Br[CH2:2][C:3]1[NH:8][C:7]([C:9]2[S:10][CH:11]=[N:12][N:13]=2)=[N:6][CH:5]([C:14]2[CH:19]=[CH:18][C:17]([F:20])=[CH:16][C:15]=2[F:21])[C:4]=1[C:22]([O:24][CH2:25][CH3:26])=[O:23].[NH:27]1[CH2:32][CH2:31][O:30][CH2:29][CH:28]1[C:33]([OH:35])=[O:34]. (4) The reactants are ClCC([NH:5][C:6](C)(C)[CH2:7][C:8]1[CH:13]=[CH:12][N:11]=[CH:10][CH:9]=1)=O.NC(N)=S.[C:20](O)(=O)[CH3:21]. The catalyst is CCO. The product is [CH3:10][C:9]1[C:20]([CH3:21])=[N:5][CH:6]=[CH:7][C:8]=1[CH2:13][CH2:12][NH2:11]. The yield is 0.450. (5) The catalyst is CN(C=O)C.C(OCC)(=O)C.[Cl-].[Na+].O. The reactants are [NH:1]1[CH:5]=[C:4]([C:6]2[C:7]3[CH:14]=[CH:13][N:12](COCC[Si](C)(C)C)[C:8]=3[N:9]=[CH:10][N:11]=2)[CH:3]=[N:2]1.[CH:23]1([C:28]#[C:29][C:30]#[N:31])[CH2:27][CH2:26][CH2:25][CH2:24]1.C(=O)([O-])[O-].[K+].[K+]. The yield is 0.530. The product is [CH:23]1(/[C:28](/[N:2]2[CH:3]=[C:4]([C:6]3[C:7]4[CH:14]=[CH:13][NH:12][C:8]=4[N:9]=[CH:10][N:11]=3)[CH:5]=[N:1]2)=[CH:29]/[C:30]#[N:31])[CH2:27][CH2:26][CH2:25][CH2:24]1.